Predict the product of the given reaction. From a dataset of Forward reaction prediction with 1.9M reactions from USPTO patents (1976-2016). Given the reactants Br[C:2]1[CH:3]=[C:4]2[C:9](=[CH:10][CH:11]=1)[C:8](=[O:12])[N:7]([CH2:13][C:14]([CH3:25])([CH3:24])[CH2:15][O:16][Si](C(C)(C)C)(C)C)[CH:6]=[C:5]2[CH2:26][N:27]1[CH2:32][CH2:31][N:30]([CH2:33][CH2:34][CH2:35][OH:36])[CH2:29][CH2:28]1.[CH:37]1([NH:40][C:41](=[O:59])[C:42]2[CH:47]=[C:46](B3OC(C)(C)C(C)(C)O3)[C:45]([CH3:57])=[C:44]([F:58])[CH:43]=2)[CH2:39][CH2:38]1.C(=O)([O-])[O-].[K+].[K+], predict the reaction product. The product is: [CH:37]1([NH:40][C:41](=[O:59])[C:42]2[CH:47]=[C:46]([C:2]3[CH:3]=[C:4]4[C:9](=[CH:10][CH:11]=3)[C:8](=[O:12])[N:7]([CH2:13][C:14]([CH3:25])([CH3:24])[CH2:15][OH:16])[CH:6]=[C:5]4[CH2:26][N:27]3[CH2:28][CH2:29][N:30]([CH2:33][CH2:34][CH2:35][OH:36])[CH2:31][CH2:32]3)[C:45]([CH3:57])=[C:44]([F:58])[CH:43]=2)[CH2:38][CH2:39]1.